Dataset: Reaction yield outcomes from USPTO patents with 853,638 reactions. Task: Predict the reaction yield, written as a fraction of the theoretical maximum amount of product (1.0 means a 100% yield; for example, 0.34 means a 34% yield). (1) The reactants are Cl[CH2:2][CH2:3][C:4]([C:10]1[CH:15]=[CH:14][CH:13]=[CH:12][CH:11]=1)([OH:9])[CH2:5][C:6]([CH3:8])=[CH2:7].[Br:16][C:17]1[CH:22]=[CH:21][C:20]([C@@H:23]([N:25]=[C:26]=[O:27])[CH3:24])=[CH:19][CH:18]=1.C1CCN2C(=NCCC2)CC1. The catalyst is C1COCC1.CCOC(C)=O. The product is [Br:16][C:17]1[CH:18]=[CH:19][C:20]([C@@H:23]([N:25]2[CH2:2][CH2:3][C@:4]([CH2:5][C:6]([CH3:8])=[CH2:7])([C:10]3[CH:15]=[CH:14][CH:13]=[CH:12][CH:11]=3)[O:9][C:26]2=[O:27])[CH3:24])=[CH:21][CH:22]=1. The yield is 0.300. (2) The reactants are [F:1][C:2]1[CH:10]=[CH:9][C:5]([CH:6]=[N:7][OH:8])=[CH:4][CH:3]=1.N1C=CC=CC=1.C1C(=O)N([Cl:24])C(=O)C1. The catalyst is C(Cl)(Cl)Cl. The product is [F:1][C:2]1[CH:10]=[CH:9][C:5]([C:6](=[N:7][OH:8])[Cl:24])=[CH:4][CH:3]=1. The yield is 0.960. (3) The reactants are [Li+].[OH-].C([O:5][C:6]([C:8]1[C:9]([Cl:19])=[C:10]([CH3:18])[C:11](=[O:17])[N:12]2[C:16]=1[CH2:15][CH2:14][CH2:13]2)=[O:7])C.CO. The catalyst is C1COCC1.CO.C(Cl)Cl. The product is [Cl:19][C:9]1[C:8]([C:6]([OH:7])=[O:5])=[C:16]2[N:12]([CH2:13][CH2:14][CH2:15]2)[C:11](=[O:17])[C:10]=1[CH3:18]. The yield is 0.840. (4) The reactants are [F:1][C:2]1[CH:17]=[CH:16][C:5]([O:6][C:7]2[CH:8]=[C:9]([N+:13]([O-])=O)[CH:10]=[CH:11][CH:12]=2)=[CH:4][CH:3]=1. The catalyst is C(O)C.[Pd]. The product is [F:1][C:2]1[CH:17]=[CH:16][C:5]([O:6][C:7]2[CH:8]=[C:9]([CH:10]=[CH:11][CH:12]=2)[NH2:13])=[CH:4][CH:3]=1. The yield is 0.900. (5) The reactants are F[C:2]1[C:7]([C:8]2[CH:9]=[CH:10][C:11]3[O:17][CH2:16][CH2:15][N:14]4[CH:18]=[C:19]([C:21]5[N:25]([CH:26]([CH3:28])[CH3:27])[N:24]=[CH:23][N:22]=5)[N:20]=[C:13]4[C:12]=3[CH:29]=2)=[CH:6][CH:5]=[CH:4][N:3]=1.Cl.C[O:32]CCOC. No catalyst specified. The product is [CH:26]([N:25]1[C:21]([C:19]2[N:20]=[C:13]3[C:12]4[CH:29]=[C:8]([C:7]5[C:2](=[O:32])[NH:3][CH:4]=[CH:5][CH:6]=5)[CH:9]=[CH:10][C:11]=4[O:17][CH2:16][CH2:15][N:14]3[CH:18]=2)=[N:22][CH:23]=[N:24]1)([CH3:28])[CH3:27]. The yield is 0.550. (6) The reactants are [CH3:1][C:2]1[CH:17]=[C:16]([CH2:18][NH:19][CH2:20][CH2:21][CH:22]([CH3:24])[CH3:23])[CH:15]=[CH:14][C:3]=1[O:4][C:5]1[CH:13]=[CH:12][C:8]([C:9]([NH2:11])=[O:10])=[CH:7][N:6]=1.[CH2:25]=O.[BH4-].[Na+]. The catalyst is CO. The product is [CH3:1][C:2]1[CH:17]=[C:16]([CH2:18][N:19]([CH3:25])[CH2:20][CH2:21][CH:22]([CH3:24])[CH3:23])[CH:15]=[CH:14][C:3]=1[O:4][C:5]1[CH:13]=[CH:12][C:8]([C:9]([NH2:11])=[O:10])=[CH:7][N:6]=1. The yield is 0.200.